This data is from Reaction yield outcomes from USPTO patents with 853,638 reactions. The task is: Predict the reaction yield, written as a fraction of the theoretical maximum amount of product (1.0 means a 100% yield; for example, 0.34 means a 34% yield). (1) The reactants are [C:1]1([C:7]2([C:14]3[CH:19]=[CH:18][CH:17]=[CH:16][CH:15]=3)[O:13][CH:8]2[C:9]([O:11][CH3:12])=[O:10])[CH:6]=[CH:5][CH:4]=[CH:3][CH:2]=1.[Cu][C:21]#N.C[Li]. The catalyst is CCOCC.O. The product is [OH:13][CH:8]([C:7]([C:14]1[CH:19]=[CH:18][CH:17]=[CH:16][CH:15]=1)([C:1]1[CH:6]=[CH:5][CH:4]=[CH:3][CH:2]=1)[CH3:21])[C:9]([O:11][CH3:12])=[O:10]. The yield is 0.160. (2) The reactants are [CH3:1][O:2][C:3](=[O:16])[CH:4]=[CH:5][C:6]1[CH:11]=[CH:10][CH:9]=[C:8]([S:12](Cl)(=[O:14])=[O:13])[CH:7]=1.[CH2:17]([NH2:27])[C:18]1[CH:26]=[CH:25][C:24]2[O:23][CH2:22][O:21][C:20]=2[CH:19]=1.C([O-])(O)=O.[Na+]. The catalyst is O1CCOCC1.O. The product is [CH3:1][O:2][C:3](=[O:16])[CH:4]=[CH:5][C:6]1[CH:11]=[CH:10][CH:9]=[C:8]([S:12](=[O:14])(=[O:13])[NH:27][CH2:17][C:18]2[CH:26]=[CH:25][C:24]3[O:23][CH2:22][O:21][C:20]=3[CH:19]=2)[CH:7]=1. The yield is 0.810. (3) The reactants are [S:1]1[C:5]2[CH:6]=[CH:7][CH:8]=[CH:9][C:4]=2[N:3]=[C:2]1[NH2:10].[Br:11][CH2:12][CH2:13][CH2:14][O:15][CH3:16]. The yield is 0.890. The product is [BrH:11].[CH3:16][O:15][CH2:14][CH2:13][CH2:12][N:3]1[C:4]2[CH:9]=[CH:8][CH:7]=[CH:6][C:5]=2[S:1][C:2]1=[NH:10]. No catalyst specified. (4) The reactants are [CH3:1][C:2]1[C:6]([C:7]([OH:9])=O)=[CH:5][O:4][N:3]=1.S(Cl)(Cl)=O.[F:14][C:15]([F:32])([F:31])[O:16][C:17]1[CH:22]=[CH:21][CH:20]=[CH:19][C:18]=1[C:23]1[C:24]([NH2:30])=[N:25][C:26]([NH2:29])=[CH:27][CH:28]=1.N1C(C)=CC=CC=1C. The catalyst is C(OC(=O)C)(C)C. The product is [NH2:30][C:24]1[N:25]=[C:26]([NH:29][C:7]([C:6]2[C:2]([CH3:1])=[N:3][O:4][CH:5]=2)=[O:9])[CH:27]=[CH:28][C:23]=1[C:18]1[CH:19]=[CH:20][CH:21]=[CH:22][C:17]=1[O:16][C:15]([F:32])([F:14])[F:31]. The yield is 0.460. (5) The reactants are CC1(C)C2C(=C(P(C3C=CC=CC=3)C3C=CC=CC=3)C=CC=2)OC2C(P(C3C=CC=CC=3)C3C=CC=CC=3)=CC=CC1=2.[F:43][C:44]([F:62])([F:61])[C:45]1[CH:46]=[CH:47][C:48]([NH:51][C:52]2[CH:53]=[C:54]([CH:58]=[CH:59][N:60]=2)[C:55]([NH2:57])=[O:56])=[N:49][CH:50]=1.Br[C:64]1[C:65]([C:72]2([CH3:77])[O:76][CH2:75][CH2:74][O:73]2)=[CH:66][C:67]([O:70][CH3:71])=[N:68][CH:69]=1. The catalyst is O1CCOCC1.C([O-])(=O)C.[Pd+2].C([O-])(=O)C. The product is [CH3:71][O:70][C:67]1[N:68]=[CH:69][C:64]([NH:57][C:55](=[O:56])[C:54]2[CH:58]=[CH:59][N:60]=[C:52]([NH:51][C:48]3[CH:47]=[CH:46][C:45]([C:44]([F:43])([F:61])[F:62])=[CH:50][N:49]=3)[CH:53]=2)=[C:65]([C:72]2([CH3:77])[O:76][CH2:75][CH2:74][O:73]2)[CH:66]=1. The yield is 0.110.